Dataset: Forward reaction prediction with 1.9M reactions from USPTO patents (1976-2016). Task: Predict the product of the given reaction. (1) The product is: [CH3:11][Si:12]([C:15]#[C:16][C:7]1[CH:8]=[CH:9][C:4]([C:2](=[O:3])[CH3:1])=[CH:5][CH:6]=1)([CH3:14])[CH3:13]. Given the reactants [CH3:1][C:2]([C:4]1[CH:9]=[CH:8][C:7](I)=[CH:6][CH:5]=1)=[O:3].[CH3:11][Si:12]([C:15]#[CH:16])([CH3:14])[CH3:13].C(N(CC)CC)C.CN(C)C=O, predict the reaction product. (2) Given the reactants C(OC(=O)[N:7]([CH3:23])[CH2:8][CH2:9][CH2:10][C:11]1([CH3:22])[CH2:20][CH:19]2[CH:14]([CH:15]=[CH:16][CH:17]=[CH:18]2)[NH:13][C:12]1=[O:21])(C)(C)C.CNCCCC1[CH2:39][C:38]2[C:33](=[CH:34][CH:35]=[CH:36][CH:37]=2)N([C:35]2[CH:36]=[CH:37][C:38]([CH3:39])=[CH:33][CH:34]=2)C1=O, predict the reaction product. The product is: [CH3:22][C:11]1([CH2:10][CH2:9][CH2:8][NH:7][CH3:23])[CH2:20][C:19]2[C:14](=[CH:15][CH:16]=[CH:17][CH:18]=2)[N:13]([C:36]2[CH:37]=[C:38]([CH3:39])[CH:33]=[CH:34][CH:35]=2)[C:12]1=[O:21].